Predict the product of the given reaction. From a dataset of Forward reaction prediction with 1.9M reactions from USPTO patents (1976-2016). (1) Given the reactants [NH2:1][C:2]1[CH:10]=[CH:9][C:8]([CH2:11][CH3:12])=[CH:7][C:3]=1[C:4]([NH2:6])=O.[Cl:13][C:14]1[CH:22]=[CH:21][CH:20]=[CH:19][C:15]=1[C:16](Cl)=O.[NH:23]1[CH2:28][CH2:27][S:26][CH2:25][CH2:24]1, predict the reaction product. The product is: [Cl:13][C:14]1[CH:22]=[CH:21][CH:20]=[CH:19][C:15]=1[C:16]1[N:6]=[C:4]([N:23]2[CH2:28][CH2:27][S:26][CH2:25][CH2:24]2)[C:3]2[C:2](=[CH:10][CH:9]=[C:8]([CH2:11][CH3:12])[CH:7]=2)[N:1]=1. (2) Given the reactants [Li][CH2:2]CCC.[CH2:6]([O:13][CH2:14][CH:15]1[CH2:20][CH2:19][CH2:18][CH2:17][C:16]1=O)[C:7]1[CH:12]=[CH:11][CH:10]=[CH:9][CH:8]=1, predict the reaction product. The product is: [CH2:2]=[C:16]1[CH2:17][CH2:18][CH2:19][CH2:20][CH:15]1[CH2:14][O:13][CH2:6][C:7]1[CH:12]=[CH:11][CH:10]=[CH:9][CH:8]=1.